Dataset: Peptide-MHC class II binding affinity with 134,281 pairs from IEDB. Task: Regression. Given a peptide amino acid sequence and an MHC pseudo amino acid sequence, predict their binding affinity value. This is MHC class II binding data. The peptide sequence is CISMIGLCACVVDVW. The MHC is DRB1_0701 with pseudo-sequence DRB1_0701. The binding affinity (normalized) is 0.0510.